Dataset: Forward reaction prediction with 1.9M reactions from USPTO patents (1976-2016). Task: Predict the product of the given reaction. (1) The product is: [C:1]([C:4]1[C:22](=[O:23])[C@@:8]2([CH3:24])[C:9]3[C:15]([OH:16])=[CH:14][C:13]([O:17][CH3:18])=[C:12]([C:19]([NH:21][CH2:29][C:28]4[CH:31]=[CH:32][CH:33]=[CH:34][C:27]=4[Br:26])=[O:20])[C:10]=3[O:11][C:7]2=[CH:6][C:5]=1[OH:25])(=[O:3])[CH3:2]. Given the reactants [C:1]([C:4]1[C:22](=[O:23])[C@@:8]2([CH3:24])[C:9]3[C:15]([OH:16])=[CH:14][C:13]([O:17][CH3:18])=[C:12]([C:19]([NH2:21])=[O:20])[C:10]=3[O:11][C:7]2=[CH:6][C:5]=1[OH:25])(=[O:3])[CH3:2].[Br:26][C:27]1[CH:34]=[CH:33][CH:32]=[CH:31][C:28]=1[CH:29]=O.C([SiH](CC)CC)C.FC(F)(F)C(O)=O, predict the reaction product. (2) Given the reactants CC1C=CC(S(O[C@H:12]([CH2:15][CH:16]([CH3:21])[CH2:17][CH2:18][CH:19]=[CH2:20])[CH2:13][CH3:14])(=O)=O)=CC=1.[CH2:22]([O:24][C:25](=[O:41])[CH2:26][N:27]=[C:28]([C:35]1[CH:40]=[CH:39][CH:38]=[CH:37][CH:36]=1)[C:29]1[CH:34]=[CH:33][CH:32]=[CH:31][CH:30]=1)[CH3:23].C[Si]([N-][Si](C)(C)C)(C)C.[Li+], predict the reaction product. The product is: [C:29]1([C:28](=[N:27][CH:26]([C@H:12]([CH2:13][CH3:14])[CH2:15][CH:16]([CH3:21])[CH2:17][CH2:18][CH:19]=[CH2:20])[C:25]([O:24][CH2:22][CH3:23])=[O:41])[C:35]2[CH:40]=[CH:39][CH:38]=[CH:37][CH:36]=2)[CH:30]=[CH:31][CH:32]=[CH:33][CH:34]=1. (3) Given the reactants [NH2:1][C:2]1[CH:3]=[C:4]([OH:8])[CH:5]=[CH:6][CH:7]=1.[C:9]1(C)C=CC(S(O)(=O)=O)=CC=1, predict the reaction product. The product is: [CH3:9][NH:1][C:2]1[CH:3]=[C:4]([OH:8])[CH:5]=[CH:6][CH:7]=1. (4) Given the reactants [CH3:1][Si:2]([CH3:42])([CH3:41])[CH2:3][CH2:4][O:5][CH2:6][N:7]([CH2:33][O:34][CH2:35][CH2:36][Si:37]([CH3:40])([CH3:39])[CH3:38])[C:8]1[N:13]2[N:14]=[CH:15][CH:16]=[C:12]2[N:11]=[C:10]([C:17]2[CH2:24][CH:23]3[N:25]([C:26]([O:28][C:29]([CH3:32])([CH3:31])[CH3:30])=[O:27])[CH:19]([CH2:20][O:21][CH2:22]3)[CH:18]=2)[CH:9]=1.[H][H], predict the reaction product. The product is: [CH3:40][Si:37]([CH3:38])([CH3:39])[CH2:36][CH2:35][O:34][CH2:33][N:7]([CH2:6][O:5][CH2:4][CH2:3][Si:2]([CH3:1])([CH3:42])[CH3:41])[C:8]1[N:13]2[N:14]=[CH:15][CH:16]=[C:12]2[N:11]=[C:10]([CH:17]2[CH2:18][CH:19]3[N:25]([C:26]([O:28][C:29]([CH3:32])([CH3:31])[CH3:30])=[O:27])[CH:23]([CH2:22][O:21][CH2:20]3)[CH2:24]2)[CH:9]=1. (5) Given the reactants [OH:1][CH:2]([C:6]1[CH:7]=[CH:8][C:9]2[NH:15][C:14]3[N:16]=[C:17]([C:20]([F:23])([F:22])[F:21])[CH:18]=[CH:19][C:13]=3[CH2:12][N:11]([S:24]([C:27]3[CH:32]=[CH:31][C:30]([O:33][C:34]([F:37])([F:36])[F:35])=[CH:29][CH:28]=3)(=[O:26])=[O:25])[C:10]=2[CH:38]=1)C(O)=O.F[P-](F)(F)(F)(F)F.N1(O[P+](N(C)C)(N(C)C)N(C)C)C2C=CC=CC=2N=N1.CN.Cl.C(N(C(C)C)CC)(C)C.[CH3:78][N:79]([CH:81]=[O:82])C, predict the reaction product. The product is: [OH:1][CH:2]([C:6]1[CH:7]=[CH:8][C:9]2[NH:15][C:14]3[N:16]=[C:17]([C:20]([F:22])([F:23])[F:21])[CH:18]=[CH:19][C:13]=3[CH2:12][N:11]([S:24]([C:27]3[CH:32]=[CH:31][C:30]([O:33][C:34]([F:35])([F:36])[F:37])=[CH:29][CH:28]=3)(=[O:25])=[O:26])[C:10]=2[CH:38]=1)[C:81]([NH:79][CH3:78])=[O:82]. (6) Given the reactants [NH2:1][C:2]1[CH:3]=[C:4]([CH:8]=[CH:9][C:10]=1[Br:11])[C:5]([OH:7])=O.[C:12]1([C:19]2[CH:24]=[CH:23][CH:22]=[CH:21][CH:20]=2)[CH:17]=[CH:16][C:15]([NH2:18])=[CH:14][CH:13]=1.C(N(C(C)C)CC)(C)C.O, predict the reaction product. The product is: [NH2:1][C:2]1[CH:3]=[C:4]([CH:8]=[CH:9][C:10]=1[Br:11])[C:5]([NH:18][C:15]1[CH:14]=[CH:13][C:12]([C:19]2[CH:24]=[CH:23][CH:22]=[CH:21][CH:20]=2)=[CH:17][CH:16]=1)=[O:7]. (7) Given the reactants C(OC([NH:8][CH:9]1[CH2:14][CH2:13][CH2:12][CH:11]([CH2:15][NH:16][C:17]([O:19][CH2:20][C:21]2[CH:26]=[CH:25][CH:24]=[CH:23][CH:22]=2)=[O:18])[CH2:10]1)=O)(C)(C)C.C(O)(C(F)(F)F)=O, predict the reaction product. The product is: [CH2:20]([O:19][C:17](=[O:18])[NH:16][CH2:15][C@@H:11]1[CH2:12][CH2:13][CH2:14][C@H:9]([NH2:8])[CH2:10]1)[C:21]1[CH:22]=[CH:23][CH:24]=[CH:25][CH:26]=1. (8) Given the reactants [C:1]([CH:3]1[C:7](=O)[CH2:6][N:5]([C:9]([O:11][C:12]([CH3:15])([CH3:14])[CH3:13])=[O:10])[CH2:4]1)#[N:2].[CH3:16][C:17]1[CH:21]=[C:20]([NH2:22])[NH:19][N:18]=1, predict the reaction product. The product is: [NH2:2][C:1]1[N:19]2[N:18]=[C:17]([CH3:16])[CH:21]=[C:20]2[N:22]=[C:7]2[CH2:6][N:5]([C:9]([O:11][C:12]([CH3:15])([CH3:14])[CH3:13])=[O:10])[CH2:4][C:3]=12. (9) The product is: [N:9]([CH2:2][C:3]1[N:4]=[C:5]([CH3:8])[S:6][CH:7]=1)=[N+:10]=[N-:11]. Given the reactants Cl[CH2:2][C:3]1[N:4]=[C:5]([CH3:8])[S:6][CH:7]=1.[N:9]([Si](C)(C)C)=[N+:10]=[N-:11].[F-].C([N+](CCCC)(CCCC)CCCC)CCC.O, predict the reaction product. (10) Given the reactants [Cl:1][C:2]1[CH:3]=[CH:4][C:5]([O:30][CH3:31])=[C:6]([C:8]2[C:12]([NH:13][C:14]([C:16]3[C:24]4[N:23]=[CH:22][N:21]=[CH:20][C:19]=4[NH:18][N:17]=3)=[O:15])=[CH:11][N:10]([CH:25]([CH3:29])[C:26](O)=[O:27])[N:9]=2)[CH:7]=1.Cl.[O:33]1[CH2:36][CH:35]([NH2:37])[CH2:34]1.C(N(CC)C(C)C)(C)C, predict the reaction product. The product is: [Cl:1][C:2]1[CH:3]=[CH:4][C:5]([O:30][CH3:31])=[C:6]([C:8]2[C:12]([NH:13][C:14]([C:16]3[C:24]4[N:23]=[CH:22][N:21]=[CH:20][C:19]=4[NH:18][N:17]=3)=[O:15])=[CH:11][N:10]([CH:25]([CH3:29])[C:26]([NH:37][CH:35]3[CH2:36][O:33][CH2:34]3)=[O:27])[N:9]=2)[CH:7]=1.